From a dataset of Catalyst prediction with 721,799 reactions and 888 catalyst types from USPTO. Predict which catalyst facilitates the given reaction. (1) Reactant: [CH:1]1[C:10]2[C:11]3[C:20]([C:8]4[C:9]=2[C:4]([CH:5]=[CH:6][CH:7]=4)=[CH:3][CH:2]=1)=[N:19][C:18]1[C:13](=[CH:14][CH:15]=[CH:16][CH:17]=1)[N:12]=3.[S:21](=O)(=[O:24])([OH:23])[OH:22]. Product: [CH:1]1[C:10]2[C:11]3[C:20]([C:8]4[C:9]=2[C:4]([CH:5]=[CH:6][CH:7]=4)=[CH:3][C:2]=1[S:21]([OH:24])(=[O:23])=[O:22])=[N:19][C:18]1[C:13](=[CH:14][CH:15]=[CH:16][CH:17]=1)[N:12]=3. The catalyst class is: 6. (2) Reactant: [CH3:1][C:2]1[CH:7]=[CH:6][C:5]([O:8][CH2:9][C:10]([F:13])([F:12])[F:11])=[CH:4][N:3]=1.C1C(=O)N([Br:21])C(=O)C1.C(OOC(=O)C1C=CC=CC=1)(=O)C1C=CC=CC=1.C(Cl)(Cl)(Cl)Cl. Product: [Br:21][CH2:1][C:2]1[CH:7]=[CH:6][C:5]([O:8][CH2:9][C:10]([F:11])([F:13])[F:12])=[CH:4][N:3]=1. The catalyst class is: 2. (3) Reactant: Br[C:2]1[CH:7]=[CH:6][C:5]([NH:8][S:9]([CH3:12])(=[O:11])=[O:10])=[CH:4][C:3]=1[CH3:13].[B:14]1([B:14]2[O:18][C:17]([CH3:20])([CH3:19])[C:16]([CH3:22])([CH3:21])[O:15]2)[O:18][C:17]([CH3:20])([CH3:19])[C:16]([CH3:22])([CH3:21])[O:15]1.CC([O-])=O.[K+].N#N. Product: [CH3:13][C:3]1[CH:4]=[C:5]([NH:8][S:9]([CH3:12])(=[O:11])=[O:10])[CH:6]=[CH:7][C:2]=1[B:14]1[O:18][C:17]([CH3:20])([CH3:19])[C:16]([CH3:22])([CH3:21])[O:15]1. The catalyst class is: 151. (4) Reactant: [CH3:1][CH:2]([CH3:17])[CH2:3][NH:4][C@H:5]1[CH2:9][CH2:8][N:7]([C:10]([O:12][C:13]([CH3:16])([CH3:15])[CH3:14])=[O:11])[CH2:6]1.[Cl:18][C:19]1[C:26]([Cl:27])=[CH:25][CH:24]=[CH:23][C:20]=1[CH:21]=O.C(O[BH-](OC(=O)C)OC(=O)C)(=O)C.[Na+]. Product: [Cl:18][C:19]1[C:26]([Cl:27])=[CH:25][CH:24]=[CH:23][C:20]=1[CH2:21][N:4]([CH2:3][CH:2]([CH3:17])[CH3:1])[C@H:5]1[CH2:9][CH2:8][N:7]([C:10]([O:12][C:13]([CH3:14])([CH3:15])[CH3:16])=[O:11])[CH2:6]1. The catalyst class is: 26.